Dataset: Cav3 T-type calcium channel HTS with 100,875 compounds. Task: Binary Classification. Given a drug SMILES string, predict its activity (active/inactive) in a high-throughput screening assay against a specified biological target. (1) The compound is O(CC(=O)Nc1cc(OC)c(OC)cc1)c1cc(OC)ccc1. The result is 0 (inactive). (2) The molecule is O(c1c(OC)cc(/C=C(\c2[nH]c3c(n2)cccc3)C#N)cc1)C(=O)c1occc1. The result is 0 (inactive). (3) The compound is o1c(nc(c1NCc1cccnc1)C#N)c1ccc(OCc2ccccc2)cc1. The result is 0 (inactive). (4) The drug is Clc1ccc(NC(=O)CSc2oc(nn2)Cn2nnc3c2cccc3)cc1. The result is 0 (inactive). (5) The drug is S=C1NC(CC)(CC)C(=O)N1Nc1ccccc1. The result is 0 (inactive). (6) The molecule is S=C(N1CCCCC1)c1cc2OCOc2cc1. The result is 0 (inactive). (7) The compound is S(CC(=O)N1CCCC1)c1nc(c(c(c1C#N)c1c(OC)cccc1)C(=O)N)C. The result is 0 (inactive).